The task is: Predict which catalyst facilitates the given reaction.. This data is from Catalyst prediction with 721,799 reactions and 888 catalyst types from USPTO. (1) Reactant: [Br:1][C:2]1[CH:11]=[C:10]2[C:5]([CH:6]=[C:7]([NH:13][C:14]3[CH:18]=[C:17]([CH3:19])[NH:16][N:15]=3)[N:8]=[C:9]2Cl)=[CH:4][C:3]=1[O:20][CH3:21]. Product: [Br:1][C:2]1[CH:11]=[C:10]2[C:5]([CH:6]=[C:7]([NH:13][C:14]3[CH:18]=[C:17]([CH3:19])[NH:16][N:15]=3)[N:8]=[C:9]2[O:20][CH:3]([CH3:4])[CH3:2])=[CH:4][C:3]=1[O:20][CH3:21]. The catalyst class is: 32. (2) The catalyst class is: 384. Reactant: [CH3:1][O:2][C:3]([C:5]1[CH:13]=[C:12]2[C:8]([CH:9]=[CH:10][NH:11]2)=[CH:7][CH:6]=1)=[O:4].[CH3:14][O:15][C:16]1[CH:23]=[CH:22][C:19]([CH2:20]Br)=[CH:18][CH:17]=1.[H-].[Na+]. Product: [CH3:1][O:2][C:3]([C:5]1[CH:13]=[C:12]2[C:8]([CH:9]=[CH:10][N:11]2[CH2:20][C:19]2[CH:22]=[CH:23][C:16]([O:15][CH3:14])=[CH:17][CH:18]=2)=[CH:7][CH:6]=1)=[O:4]. (3) Reactant: C[O:2][C:3](=[O:32])[CH2:4][O:5][C:6]1[CH:15]=[CH:14][C:13]([F:16])=[C:12]2[C:7]=1[C:8]([O:28][CH:29]([F:31])[F:30])=[C:9]([CH2:19][C:20]1[CH:25]=[CH:24][C:23]([C:26]#[N:27])=[CH:22][CH:21]=1)[C:10]([CH2:17][CH3:18])=[N:11]2.[OH-].[Li+]. Product: [C:26]([C:23]1[CH:22]=[CH:21][C:20]([CH2:19][C:9]2[C:10]([CH2:17][CH3:18])=[N:11][C:12]3[C:7]([C:8]=2[O:28][CH:29]([F:31])[F:30])=[C:6]([O:5][CH2:4][C:3]([OH:32])=[O:2])[CH:15]=[CH:14][C:13]=3[F:16])=[CH:25][CH:24]=1)#[N:27]. The catalyst class is: 7. (4) Product: [CH2:23]([O:3][CH2:4][C@@H:5]1[CH2:10][CH2:9][C@H:8]([CH2:11][NH:12][C:13](=[O:22])[O:14][CH2:15][C:16]2[CH:17]=[CH:18][CH:19]=[CH:20][CH:21]=2)[CH2:7][CH2:6]1)[C:24]1[CH:29]=[CH:28][CH:27]=[CH:26][CH:25]=1. The catalyst class is: 1. Reactant: [H-].[Na+].[OH:3][CH2:4][C@@H:5]1[CH2:10][CH2:9][C@H:8]([CH2:11][NH:12][C:13](=[O:22])[O:14][CH2:15][C:16]2[CH:21]=[CH:20][CH:19]=[CH:18][CH:17]=2)[CH2:7][CH2:6]1.[CH2:23](Br)[C:24]1[CH:29]=[CH:28][CH:27]=[CH:26][CH:25]=1. (5) Reactant: Cl.FC1C=C(C=CC=1)CN1C=C(C2C3C(=NC=C(C4C=CC(C5CCNCC5)=CC=4)C=3)N(S(C3C=CC(C)=CC=3)(=O)=O)C=2)C=N1.[F:46][C:47]1[CH:48]=[C:49]([CH:91]=[CH:92][CH:93]=1)[CH2:50][N:51]1[CH:55]=[C:54]([C:56]2[C:64]3[C:59](=[N:60][CH:61]=[C:62]([C:65]4[CH:70]=[CH:69][C:68]([N:71]5[CH2:76][CH2:75][N:74]([CH2:77][C@H:78]([OH:80])[CH3:79])[CH2:73][CH2:72]5)=[CH:67][CH:66]=4)[CH:63]=3)[N:58](S(C3C=CC(C)=CC=3)(=O)=O)[CH:57]=2)[CH:53]=[N:52]1.[OH-].[Li+]. Product: [F:46][C:47]1[CH:48]=[C:49]([CH:91]=[CH:92][CH:93]=1)[CH2:50][N:51]1[CH:55]=[C:54]([C:56]2[C:64]3[C:59](=[N:60][CH:61]=[C:62]([C:65]4[CH:66]=[CH:67][C:68]([N:71]5[CH2:72][CH2:73][N:74]([CH2:77][C@H:78]([OH:80])[CH3:79])[CH2:75][CH2:76]5)=[CH:69][CH:70]=4)[CH:63]=3)[NH:58][CH:57]=2)[CH:53]=[N:52]1. The catalyst class is: 87. (6) Reactant: [C:1]([O:5][C:6]([N:8]1[CH2:13][CH2:12][N:11]([C:14]2[CH:19]=[CH:18][C:17]([C:20]([OH:22])=O)=[CH:16][N:15]=2)[C@H:10]([CH3:23])[CH2:9]1)=[O:7])([CH3:4])([CH3:3])[CH3:2].C(Cl)CCl.C1C=NC2N(O)N=NC=2C=1.[CH3:38][C:39]1([CH3:53])[C:43]([CH3:45])([CH3:44])[O:42][B:41]([C:46]2[CH:52]=[CH:51][C:49]([NH2:50])=[CH:48][CH:47]=2)[O:40]1.C(N(CC)C(C)C)(C)C. Product: [C:1]([O:5][C:6]([N:8]1[CH2:13][CH2:12][N:11]([C:14]2[CH:19]=[CH:18][C:17]([C:20](=[O:22])[NH:50][C:49]3[CH:48]=[CH:47][C:46]([B:41]4[O:42][C:43]([CH3:45])([CH3:44])[C:39]([CH3:53])([CH3:38])[O:40]4)=[CH:52][CH:51]=3)=[CH:16][N:15]=2)[C@H:10]([CH3:23])[CH2:9]1)=[O:7])([CH3:3])([CH3:2])[CH3:4]. The catalyst class is: 3. (7) Reactant: N(C1N(CC(C)C)C(=O)N(C)C(=O)C=1)N.ClC1C=C2C(=CC=1)NC=C2C=O.C(C1C=C(C=O)N(C)C=1)(=O)C.[C:39]([C:42]1[CH:43]=[C:44]([C:48]2[N:49]([CH2:64][C:65]3[C:73]4[C:68](=[CH:69][CH:70]=[C:71]([Cl:74])[CH:72]=4)[NH:67][CH:66]=3)[N:50]=[C:51]3[C:56]=2[C:55](=[O:57])[N:54]([CH3:58])[C:53](=[O:59])[N:52]3[CH2:60][CH:61]([CH3:63])[CH3:62])[N:45]([CH3:47])[CH:46]=1)(=[O:41])[CH3:40].[BH4-].[Na+]. Product: [Cl:74][C:71]1[CH:72]=[C:73]2[C:68](=[CH:69][CH:70]=1)[NH:67][CH:66]=[C:65]2[CH2:64][N:49]1[C:48]([C:44]2[N:45]([CH3:47])[CH:46]=[C:42]([CH:39]([OH:41])[CH3:40])[CH:43]=2)=[C:56]2[C:51]([N:52]([CH2:60][CH:61]([CH3:63])[CH3:62])[C:53](=[O:59])[N:54]([CH3:58])[C:55]2=[O:57])=[N:50]1. The catalyst class is: 1. (8) Reactant: C[Si]([N-][Si](C)(C)C)(C)C.[Li+].[CH3:11][O:12][C:13]([CH:15]1[C:23]2[C:18](=[CH:19][C:20]([Br:24])=[CH:21][CH:22]=2)[CH2:17][CH2:16]1)=[O:14].I[CH3:26]. Product: [CH3:11][O:12][C:13]([C:15]1([CH3:26])[C:23]2[C:18](=[CH:19][C:20]([Br:24])=[CH:21][CH:22]=2)[CH2:17][CH2:16]1)=[O:14]. The catalyst class is: 1. (9) Reactant: [F:1][C:2]1[C:10]2[C:5](=[CH:6][CH:7]=[C:8]([N+:11]([O-])=O)[CH:9]=2)[NH:4][CH:3]=1.[Cl-].[NH4+]. Product: [F:1][C:2]1[C:10]2[C:5](=[CH:6][CH:7]=[C:8]([NH2:11])[CH:9]=2)[NH:4][CH:3]=1. The catalyst class is: 284.